This data is from Forward reaction prediction with 1.9M reactions from USPTO patents (1976-2016). The task is: Predict the product of the given reaction. (1) Given the reactants [O:1]([C:8]1[CH:13]=[CH:12][CH:11]=[CH:10][C:9]=1[NH:14][S:15]([C:18]1[CH:30]=[CH:29][C:21]([C:22]([NH:24][CH2:25][C:26]([OH:28])=O)=[O:23])=[CH:20][CH:19]=1)(=[O:17])=[O:16])[C:2]1[CH:7]=[CH:6][CH:5]=[CH:4][CH:3]=1.Cl.[CH2:32]([O:39][C:40](=[O:46])[C@@H:41]1[CH2:45][CH2:44][CH2:43][NH:42]1)[C:33]1[CH:38]=[CH:37][CH:36]=[CH:35][CH:34]=1, predict the reaction product. The product is: [CH2:32]([O:39][C:40]([C@@H:41]1[CH2:45][CH2:44][CH2:43][N:42]1[C:26](=[O:28])[CH2:25][NH:24][C:22](=[O:23])[C:21]1[CH:20]=[CH:19][C:18]([S:15](=[O:17])(=[O:16])[NH:14][C:9]2[CH:10]=[CH:11][CH:12]=[CH:13][C:8]=2[O:1][C:2]2[CH:3]=[CH:4][CH:5]=[CH:6][CH:7]=2)=[CH:30][CH:29]=1)=[O:46])[C:33]1[CH:34]=[CH:35][CH:36]=[CH:37][CH:38]=1. (2) Given the reactants [N+:1]([C:4]1[CH:9]=[CH:8][CH:7]=[CH:6][C:5]=1[S:10]([NH:13][C:14]1[CH:23]=[CH:22][C:21]2[CH2:20][CH2:19][CH2:18][CH2:17][C:16]=2[C:15]=1[C:24]([O:26][CH3:27])=[O:25])(=[O:12])=[O:11])([O-])=O.CO, predict the reaction product. The product is: [NH2:1][C:4]1[CH:9]=[CH:8][CH:7]=[CH:6][C:5]=1[S:10]([NH:13][C:14]1[CH:23]=[CH:22][C:21]2[CH2:20][CH2:19][CH2:18][CH2:17][C:16]=2[C:15]=1[C:24]([O:26][CH3:27])=[O:25])(=[O:12])=[O:11]. (3) The product is: [CH2:1]([C:3]1[CH:8]=[C:7]([CH3:9])[CH:6]=[C:5]([CH2:10][CH3:11])[C:4]=1[C:12]1[C:13](=[O:29])[N:14]([CH3:28])[N:15]=[C:16]([CH2:26][C:30]#[N:31])[C:17]=1[O:18][CH2:19][C:20]1[CH:25]=[CH:24][CH:23]=[CH:22][CH:21]=1)[CH3:2]. Given the reactants [CH2:1]([C:3]1[CH:8]=[C:7]([CH3:9])[CH:6]=[C:5]([CH2:10][CH3:11])[C:4]=1[C:12]1[C:13](=[O:29])[N:14]([CH3:28])[N:15]=[C:16]([CH2:26]Br)[C:17]=1[O:18][CH2:19][C:20]1[CH:25]=[CH:24][CH:23]=[CH:22][CH:21]=1)[CH3:2].[C-:30]#[N:31].[Na+], predict the reaction product. (4) Given the reactants C1N=CN(C(N2C=NC=C2)=O)C=1.[CH2:13]([O:15][P:16]([CH2:21][C:22]([OH:24])=O)([O:18][CH2:19][CH3:20])=[O:17])[CH3:14].[Cl:25][C:26]1[CH:27]=[C:28]([NH:33][C:34]2[C:35]3[CH:43]=[C:42]([NH2:44])[N:41]=[CH:40][C:36]=3[N:37]=[CH:38][N:39]=2)[CH:29]=[CH:30][C:31]=1[Cl:32].CC(N(C)C)=O, predict the reaction product. The product is: [Cl:25][C:26]1[CH:27]=[C:28]([NH:33][C:34]2[C:35]3[CH:43]=[C:42]([NH:44][C:22](=[O:24])[CH2:21][P:16](=[O:17])([O:15][CH2:13][CH3:14])[O:18][CH2:19][CH3:20])[N:41]=[CH:40][C:36]=3[N:37]=[CH:38][N:39]=2)[CH:29]=[CH:30][C:31]=1[Cl:32]. (5) The product is: [F:16][C:14]([F:17])([F:15])[C:13]([NH:12][CH:8]1[C:9](=[O:11])[NH:10][C:4]2[CH:3]=[C:2]([NH:1][C:24]3[N:29]=[CH:28][C:27]4=[CH:30][CH:31]=[C:32]([C:33]5[CH:34]=[CH:35][C:36]([S:39]([CH3:42])(=[O:41])=[O:40])=[CH:37][CH:38]=5)[N:26]4[N:25]=3)[CH:20]=[CH:19][C:5]=2[CH2:6][CH2:7]1)=[O:18]. Given the reactants [NH2:1][C:2]1[CH:20]=[CH:19][C:5]2[CH2:6][CH2:7][CH:8]([NH:12][C:13](=[O:18])[C:14]([F:17])([F:16])[F:15])[C:9](=[O:11])[NH:10][C:4]=2[CH:3]=1.CS([C:24]1[N:29]=[CH:28][C:27]2=[CH:30][CH:31]=[C:32]([C:33]3[CH:38]=[CH:37][C:36]([S:39]([CH3:42])(=[O:41])=[O:40])=[CH:35][CH:34]=3)[N:26]2[N:25]=1)=O.[F-].[Cs+].C(N(CC)C(C)C)(C)C, predict the reaction product.